From a dataset of Peptide-MHC class I binding affinity with 185,985 pairs from IEDB/IMGT. Regression. Given a peptide amino acid sequence and an MHC pseudo amino acid sequence, predict their binding affinity value. This is MHC class I binding data. (1) The peptide sequence is DEYGPVFVE. The MHC is HLA-A80:01 with pseudo-sequence HLA-A80:01. The binding affinity (normalized) is 0.0847. (2) The peptide sequence is WLYDLWGQL. The MHC is HLA-A66:01 with pseudo-sequence HLA-A66:01. The binding affinity (normalized) is 0.213. (3) The peptide sequence is IQDEIVAAY. The MHC is HLA-B46:01 with pseudo-sequence HLA-B46:01. The binding affinity (normalized) is 0.0847. (4) The peptide sequence is RTSKTSLER. The MHC is HLA-B15:03 with pseudo-sequence HLA-B15:03. The binding affinity (normalized) is 0. (5) The peptide sequence is GILSNYVKTL. The MHC is HLA-A02:01 with pseudo-sequence HLA-A02:01. The binding affinity (normalized) is 0.469. (6) The peptide sequence is DMICCDSRI. The MHC is HLA-A02:02 with pseudo-sequence HLA-A02:02. The binding affinity (normalized) is 0.226. (7) The peptide sequence is AANEIRISK. The MHC is HLA-B44:02 with pseudo-sequence HLA-B44:02. The binding affinity (normalized) is 0.0847. (8) The peptide sequence is QSAGFAAGL. The MHC is HLA-A02:01 with pseudo-sequence HLA-A02:01. The binding affinity (normalized) is 0.499.